This data is from CYP1A2 inhibition data for predicting drug metabolism from PubChem BioAssay. The task is: Regression/Classification. Given a drug SMILES string, predict its absorption, distribution, metabolism, or excretion properties. Task type varies by dataset: regression for continuous measurements (e.g., permeability, clearance, half-life) or binary classification for categorical outcomes (e.g., BBB penetration, CYP inhibition). Dataset: cyp1a2_veith. (1) The molecule is Cc1cnc(CNc2ncnc3ccc(-c4ccccc4CN(C)C)cc23)cn1. The result is 0 (non-inhibitor). (2) The drug is N=C(N)SCc1cccc(-c2nc3ccccc3c(=O)o2)c1. The result is 0 (non-inhibitor).